From a dataset of Full USPTO retrosynthesis dataset with 1.9M reactions from patents (1976-2016). Predict the reactants needed to synthesize the given product. (1) Given the product [Cl:1][C:2]1[CH:7]=[C:6]([CH2:8][C:9]2[O:13][C:12]([C:14]([O:16][CH2:17][CH3:18])=[O:15])=[CH:11][CH:10]=2)[C:5]2[O:19][C:30]([CH:29]([CH3:32])[CH3:28])=[CH:31][C:4]=2[CH:3]=1, predict the reactants needed to synthesize it. The reactants are: [Cl:1][C:2]1[CH:3]=[C:4](I)[C:5]([OH:19])=[C:6]([CH2:8][C:9]2[O:13][C:12]([C:14]([O:16][CH2:17][CH3:18])=[O:15])=[CH:11][CH:10]=2)[CH:7]=1.C(N(CC)CC)C.[CH3:28][CH:29]([CH3:32])[C:30]#[CH:31]. (2) Given the product [CH2:1]([C@H:8]1[C@H:12]([CH2:13][CH:14]([NH:23][C:24]([O:26][CH2:27][C:28]2[CH:33]=[CH:32][CH:31]=[CH:30][CH:29]=2)=[O:25])[CH2:15][C:16]2[CH:21]=[CH:20][C:19]([C:47]3[CH:46]=[CH:45][C:44]([CH3:43])=[CH:49][N:48]=3)=[CH:18][CH:17]=2)[O:11][C:10]([CH3:35])([CH3:34])[N:9]1[C:36]([O:38][C:39]([CH3:42])([CH3:41])[CH3:40])=[O:37])[C:2]1[CH:7]=[CH:6][CH:5]=[CH:4][CH:3]=1, predict the reactants needed to synthesize it. The reactants are: [CH2:1]([C@H:8]1[C@H:12]([CH2:13][CH:14]([NH:23][C:24]([O:26][CH2:27][C:28]2[CH:33]=[CH:32][CH:31]=[CH:30][CH:29]=2)=[O:25])[CH2:15][C:16]2[CH:21]=[CH:20][C:19](Br)=[CH:18][CH:17]=2)[O:11][C:10]([CH3:35])([CH3:34])[N:9]1[C:36]([O:38][C:39]([CH3:42])([CH3:41])[CH3:40])=[O:37])[C:2]1[CH:7]=[CH:6][CH:5]=[CH:4][CH:3]=1.[CH3:43][C:44]1[CH:45]=[CH:46][C:47]([Sn](CCCC)(CCCC)CCCC)=[N:48][CH:49]=1.